Dataset: NCI-60 drug combinations with 297,098 pairs across 59 cell lines. Task: Regression. Given two drug SMILES strings and cell line genomic features, predict the synergy score measuring deviation from expected non-interaction effect. (1) Drug 1: CC1=C2C(C(=O)C3(C(CC4C(C3C(C(C2(C)C)(CC1OC(=O)C(C(C5=CC=CC=C5)NC(=O)OC(C)(C)C)O)O)OC(=O)C6=CC=CC=C6)(CO4)OC(=O)C)OC)C)OC. Drug 2: CC1=C(C=C(C=C1)NC(=O)C2=CC=C(C=C2)CN3CCN(CC3)C)NC4=NC=CC(=N4)C5=CN=CC=C5. Cell line: COLO 205. Synergy scores: CSS=42.2, Synergy_ZIP=5.23, Synergy_Bliss=1.52, Synergy_Loewe=-27.2, Synergy_HSA=0.484. (2) Drug 1: CN(CC1=CN=C2C(=N1)C(=NC(=N2)N)N)C3=CC=C(C=C3)C(=O)NC(CCC(=O)O)C(=O)O. Drug 2: COC1=NC(=NC2=C1N=CN2C3C(C(C(O3)CO)O)O)N. Cell line: NCI-H322M. Synergy scores: CSS=34.1, Synergy_ZIP=0.00230, Synergy_Bliss=-0.653, Synergy_Loewe=-47.9, Synergy_HSA=-1.70. (3) Drug 1: C1=NC2=C(N1)C(=S)N=C(N2)N. Drug 2: C1=NC2=C(N1)C(=S)N=CN2. Synergy scores: CSS=10.4, Synergy_ZIP=-12.1, Synergy_Bliss=-16.3, Synergy_Loewe=-22.9, Synergy_HSA=-14.8. Cell line: SNB-75. (4) Drug 2: CC(C)CN1C=NC2=C1C3=CC=CC=C3N=C2N. Drug 1: CCC1(CC2CC(C3=C(CCN(C2)C1)C4=CC=CC=C4N3)(C5=C(C=C6C(=C5)C78CCN9C7C(C=CC9)(C(C(C8N6C)(C(=O)OC)O)OC(=O)C)CC)OC)C(=O)OC)O.OS(=O)(=O)O. Synergy scores: CSS=0.574, Synergy_ZIP=0.427, Synergy_Bliss=0.0845, Synergy_Loewe=-1.11, Synergy_HSA=-1.35. Cell line: CAKI-1. (5) Drug 1: CC1=C(C(=CC=C1)Cl)NC(=O)C2=CN=C(S2)NC3=CC(=NC(=N3)C)N4CCN(CC4)CCO. Drug 2: CCN(CC)CCNC(=O)C1=C(NC(=C1C)C=C2C3=C(C=CC(=C3)F)NC2=O)C. Cell line: UACC62. Synergy scores: CSS=8.04, Synergy_ZIP=0.0810, Synergy_Bliss=5.07, Synergy_Loewe=2.39, Synergy_HSA=2.54. (6) Drug 1: CC=C1C(=O)NC(C(=O)OC2CC(=O)NC(C(=O)NC(CSSCCC=C2)C(=O)N1)C(C)C)C(C)C. Drug 2: CC1C(C(CC(O1)OC2CC(CC3=C2C(=C4C(=C3O)C(=O)C5=CC=CC=C5C4=O)O)(C(=O)C)O)N)O. Cell line: NCIH23. Synergy scores: CSS=56.3, Synergy_ZIP=-0.779, Synergy_Bliss=-4.94, Synergy_Loewe=-2.61, Synergy_HSA=0.00850.